Dataset: Forward reaction prediction with 1.9M reactions from USPTO patents (1976-2016). Task: Predict the product of the given reaction. Given the reactants [Cl:1][C:2]1[C:7]([N:8]2[CH2:17][CH2:16][C@@H:15]3[C@H:10]([O:11][CH2:12][CH2:13][NH:14]3)[CH2:9]2)=[CH:6][C:5]([C:18]#[N:19])=[CH:4][C:3]=1[NH:20][C:21]1[N:26]=[C:25]([NH:27][CH2:28][CH3:29])[C:24]2=[N:30][CH:31]=[C:32]([C:33]#[N:34])[N:23]2[N:22]=1.[CH:35](OC)(OC)OC.CC(O)=O.C=O, predict the reaction product. The product is: [Cl:1][C:2]1[C:7]([N:8]2[CH2:17][CH2:16][C@@H:15]3[C@H:10]([O:11][CH2:12][CH2:13][N:14]3[CH3:35])[CH2:9]2)=[CH:6][C:5]([C:18]#[N:19])=[CH:4][C:3]=1[NH:20][C:21]1[N:26]=[C:25]([NH:27][CH2:28][CH3:29])[C:24]2=[N:30][CH:31]=[C:32]([C:33]#[N:34])[N:23]2[N:22]=1.